Dataset: Forward reaction prediction with 1.9M reactions from USPTO patents (1976-2016). Task: Predict the product of the given reaction. Given the reactants [Cl:1][C:2]1[CH:7]=[CH:6][N:5]=[CH:4][C:3]=1[C:8]([OH:10])=[O:9].[Si](C=[N+]=[N-])(C)(C)[CH3:12], predict the reaction product. The product is: [Cl:1][C:2]1[CH:7]=[CH:6][N:5]=[CH:4][C:3]=1[C:8]([O:10][CH3:12])=[O:9].